Dataset: Forward reaction prediction with 1.9M reactions from USPTO patents (1976-2016). Task: Predict the product of the given reaction. Given the reactants [O:1]1[CH2:6][CH2:5][CH2:4][O:3][CH:2]1[C:7]1[CH:8]=[C:9]([S:13][C:14]2[C:15]([F:34])=[CH:16][C:17]([N+:31]([O-])=O)=[C:18]([CH:20]=[C:21]([CH2:24][CH:25]3[CH2:30][CH2:29][O:28][CH2:27][CH2:26]3)[C:22]#[N:23])[CH:19]=2)[CH:10]=[CH:11][CH:12]=1.[NH4+].[Cl-].CO, predict the reaction product. The product is: [O:1]1[CH2:6][CH2:5][CH2:4][O:3][CH:2]1[C:7]1[CH:8]=[C:9]([S:13][C:14]2[CH:19]=[C:18]3[C:17](=[CH:16][C:15]=2[F:34])[N:31]=[C:22]([NH2:23])[C:21]([CH2:24][CH:25]2[CH2:30][CH2:29][O:28][CH2:27][CH2:26]2)=[CH:20]3)[CH:10]=[CH:11][CH:12]=1.